Predict the reaction yield, written as a fraction of the theoretical maximum amount of product (1.0 means a 100% yield; for example, 0.34 means a 34% yield). From a dataset of Reaction yield outcomes from USPTO patents with 853,638 reactions. (1) The reactants are CS(O[CH2:6][C:7]1[CH:11]=[C:10]([C:12]2[C:13]([C:42](=[O:46])[NH:43][CH2:44][CH3:45])=[N:14][O:15][C:16]=2[C:17]2[CH:22]=[C:21]([CH:23]([CH3:25])[CH3:24])[C:20]([O:26][CH2:27][C:28]3[CH:33]=[CH:32][CH:31]=[CH:30][CH:29]=3)=[CH:19][C:18]=2[O:34][CH2:35][C:36]2[CH:41]=[CH:40][CH:39]=[CH:38][CH:37]=2)[O:9][N:8]=1)(=O)=O.[CH3:47][NH:48][CH3:49]. No catalyst specified. The product is [CH2:35]([O:34][C:18]1[CH:19]=[C:20]([O:26][CH2:27][C:28]2[CH:29]=[CH:30][CH:31]=[CH:32][CH:33]=2)[C:21]([CH:23]([CH3:24])[CH3:25])=[CH:22][C:17]=1[C:16]1[O:15][N:14]=[C:13]([C:42]([NH:43][CH2:44][CH3:45])=[O:46])[C:12]=1[C:10]1[O:9][N:8]=[C:7]([CH2:6][N:48]([CH3:49])[CH3:47])[CH:11]=1)[C:36]1[CH:41]=[CH:40][CH:39]=[CH:38][CH:37]=1. The yield is 0.990. (2) The catalyst is ClCCl.O. The reactants are [F:1][C:2]1[CH:3]=[C:4]([NH2:26])[C:5]([NH:9][CH:10]2[CH2:15][CH2:14][N:13]([C@H:16]3[CH2:21][CH2:20][C@H:19]([O:22][CH2:23][CH2:24][CH3:25])[CH2:18][CH2:17]3)[CH2:12][CH2:11]2)=[CH:6][C:7]=1[CH3:8].C(N(C(C)C)CC)(C)C.[Cl:36][C:37](Cl)([O:39]C(=O)OC(Cl)(Cl)Cl)Cl.C([O-])(O)=O.[Na+]. The product is [ClH:36].[F:1][C:2]1[C:7]([CH3:8])=[CH:6][C:5]2[N:9]([CH:10]3[CH2:15][CH2:14][N:13]([C@H:16]4[CH2:21][CH2:20][C@H:19]([O:22][CH2:23][CH2:24][CH3:25])[CH2:18][CH2:17]4)[CH2:12][CH2:11]3)[C:37](=[O:39])[NH:26][C:4]=2[CH:3]=1. The yield is 0.530. (3) The reactants are [CH2:1]([N:3]1[C:7]2=[N:8][C:9]([CH2:49][CH3:50])=[C:10]([CH2:19][NH:20][C:21]([C:23]3[CH:28]=[C:27]([CH3:29])[CH:26]=[C:25]([C:30]([NH:32][CH2:33][C:34]4[CH:35]=[C:36]([C:41]5[CH:46]=[CH:45][CH:44]=[C:43]([CH:47]=O)[CH:42]=5)[C:37]([F:40])=[CH:38][CH:39]=4)=[O:31])[CH:24]=3)=[O:22])[C:11]([NH:12][CH:13]3[CH2:18][CH2:17][O:16][CH2:15][CH2:14]3)=[C:6]2[CH:5]=[N:4]1)[CH3:2].[CH3:51][C@H:52]1[CH2:57][NH:56][CH2:55][CH2:54][N:53]1C(OC(C)(C)C)=O.C(O)(=O)C.C(O[BH-](OC(=O)C)OC(=O)C)(=O)C. The catalyst is CS(C)=O. The product is [CH2:1]([N:3]1[C:7]2=[N:8][C:9]([CH2:49][CH3:50])=[C:10]([CH2:19][NH:20][C:21]([C:23]3[CH:28]=[C:27]([CH3:29])[CH:26]=[C:25]([C:30]([NH:32][CH2:33][C:34]4[CH:35]=[C:36]([C:41]5[CH:46]=[CH:45][CH:44]=[C:43]([CH2:47][N:56]6[CH2:55][CH2:54][NH:53][C@@H:52]([CH3:51])[CH2:57]6)[CH:42]=5)[C:37]([F:40])=[CH:38][CH:39]=4)=[O:31])[CH:24]=3)=[O:22])[C:11]([NH:12][CH:13]3[CH2:14][CH2:15][O:16][CH2:17][CH2:18]3)=[C:6]2[CH:5]=[N:4]1)[CH3:2]. The yield is 0.538. (4) The catalyst is C1C=CC([P]([Pd]([P](C2C=CC=CC=2)(C2C=CC=CC=2)C2C=CC=CC=2)([P](C2C=CC=CC=2)(C2C=CC=CC=2)C2C=CC=CC=2)[P](C2C=CC=CC=2)(C2C=CC=CC=2)C2C=CC=CC=2)(C2C=CC=CC=2)C2C=CC=CC=2)=CC=1.O.CN(C=O)C. The reactants are Br[C:2]1[C:6]2[C:7]([NH2:11])=[N:8][CH:9]=[CH:10][C:5]=2[S:4][CH:3]=1.[O:12]([C:19]1[CH:24]=[CH:23][C:22](B(O)O)=[CH:21][CH:20]=1)[C:13]1[CH:18]=[CH:17][CH:16]=[CH:15][CH:14]=1.C([O-])([O-])=O.[Na+].[Na+].[Na+].[Cl-]. The yield is 0.750. The product is [O:12]([C:19]1[CH:20]=[CH:21][C:22]([C:2]2[C:6]3[C:7]([NH2:11])=[N:8][CH:9]=[CH:10][C:5]=3[S:4][CH:3]=2)=[CH:23][CH:24]=1)[C:13]1[CH:18]=[CH:17][CH:16]=[CH:15][CH:14]=1.